Dataset: Full USPTO retrosynthesis dataset with 1.9M reactions from patents (1976-2016). Task: Predict the reactants needed to synthesize the given product. (1) Given the product [CH3:11][C:9]1[CH:10]=[C:6]2[N:5]=[C:4]([NH:12][C:13](=[O:24])[C:14]3[CH:19]=[CH:18][C:17]([C:20]([F:23])([F:22])[F:21])=[N:16][CH:15]=3)[CH:3]=[C:2]([N:28]3[CH2:29][CH2:31][C:6]4[N:5]=[CH:4][NH:12][C:13](=[O:24])[C:33]=4[CH2:32]3)[N:7]2[N:8]=1, predict the reactants needed to synthesize it. The reactants are: Cl[C:2]1[N:7]2[N:8]=[C:9]([CH3:11])[CH:10]=[C:6]2[N:5]=[C:4]([NH:12][C:13](=[O:24])[C:14]2[CH:19]=[CH:18][C:17]([C:20]([F:23])([F:22])[F:21])=[N:16][CH:15]=2)[CH:3]=1.C([N:28]([CH2:32][CH3:33])[CH:29]([CH3:31])C)(C)C. (2) Given the product [F:1][C:2]1[CH:3]=[C:4]([C:8]2[CH:9]=[CH:10][C:11]([C:14]([NH:16][C@H:17]3[C@H:21]([OH:22])[CH2:20][NH:19][CH2:18]3)=[O:15])=[CH:12][N:13]=2)[CH:5]=[CH:6][CH:7]=1, predict the reactants needed to synthesize it. The reactants are: [F:1][C:2]1[CH:3]=[C:4]([C:8]2[N:13]=[CH:12][C:11]([C:14]([NH:16][C@H:17]3[C@H:21]([OH:22])[CH2:20][N:19](C(OC(C)(C)C)=O)[CH2:18]3)=[O:15])=[CH:10][CH:9]=2)[CH:5]=[CH:6][CH:7]=1.Cl. (3) Given the product [Br:39][CH:19]([CH2:20][CH2:21][CH2:22][CH2:23][CH2:24][CH2:25][CH2:26][CH2:27][CH2:28][CH2:29][CH2:30][CH2:31][CH2:32][CH2:33][CH2:34][CH2:35][CH2:36][CH3:37])[CH2:18][CH2:17][CH2:16][CH2:15][CH2:14][CH2:13][CH2:12][CH2:11][CH2:10][CH2:9][CH2:8][CH2:7][CH2:6][CH2:5][CH2:4][CH2:3][CH2:2][CH3:1], predict the reactants needed to synthesize it. The reactants are: [CH3:1][CH2:2][CH2:3][CH2:4][CH2:5][CH2:6][CH2:7][CH2:8][CH2:9][CH2:10][CH2:11][CH2:12][CH2:13][CH2:14][CH2:15][CH2:16][CH2:17][CH2:18][CH:19](O)[CH2:20][CH2:21][CH2:22][CH2:23][CH2:24][CH2:25][CH2:26][CH2:27][CH2:28][CH2:29][CH2:30][CH2:31][CH2:32][CH2:33][CH2:34][CH2:35][CH2:36][CH3:37].[Br:39][Si](C)(C)C. (4) Given the product [N+:19]([C:16]1[CH:17]=[CH:18][C:13]([C:6]2[CH:7]=[CH:8][C:3]([CH:1]=[O:2])=[CH:4][CH:5]=2)=[N:14][CH:15]=1)([O-:21])=[O:20], predict the reactants needed to synthesize it. The reactants are: [CH:1]([C:3]1[CH:8]=[CH:7][C:6](B(O)O)=[CH:5][CH:4]=1)=[O:2].Br[C:13]1[CH:18]=[CH:17][C:16]([N+:19]([O-:21])=[O:20])=[CH:15][N:14]=1.C(C1C=C(B(O)O)C=CC=1)=O.BrC1C=CC=CN=1. (5) Given the product [CH:16]1([NH:19][C:2]2[CH:7]=[CH:6][C:5]([F:8])=[C:4]([F:9])[CH:3]=2)[CH2:18][CH2:17]1, predict the reactants needed to synthesize it. The reactants are: Br[C:2]1[CH:7]=[CH:6][C:5]([F:8])=[C:4]([F:9])[CH:3]=1.C(O[Na])(C)(C)C.[CH:16]1([NH2:19])[CH2:18][CH2:17]1. (6) Given the product [F:17][C:18]1[CH:26]=[CH:25][CH:24]=[C:23]([N:27]2[N:31]=[CH:30][CH:29]=[N:28]2)[C:19]=1[C:20]([N:14]1[CH2:13][CH2:12][C@@H:11]2[C@@H:16]([N:9]([C:4]3[CH:8]=[CH:6][CH:7]=[C:2]([CH3:1])[N:3]=3)[CH2:10]2)[CH2:15]1)=[O:21], predict the reactants needed to synthesize it. The reactants are: [CH3:1][C:2]1[CH:7]=[C:6]([CH3:8])N=[C:4]([N:9]2[C@@H:16]3[CH:11]([CH2:12][CH2:13][NH:14][CH2:15]3)[CH2:10]2)[N:3]=1.[F:17][C:18]1[CH:26]=[CH:25][CH:24]=[C:23]([N:27]2[N:31]=[CH:30][CH:29]=[N:28]2)[C:19]=1[C:20](O)=[O:21].S1C=CC=C1C1C=CC=CC=1C(O)=O. (7) Given the product [CH3:1][O:2][C:3]1[CH:18]=[CH:17][C:6]([CH2:7][NH:8][CH3:9])=[CH:5][C:4]=1[N:19]([CH2:24][CH2:25][N:26]1[CH2:27][CH2:28][O:29][CH2:30][CH2:31]1)[S:20]([CH3:23])(=[O:22])=[O:21], predict the reactants needed to synthesize it. The reactants are: [CH3:1][O:2][C:3]1[CH:18]=[CH:17][C:6]([CH2:7][N:8](C)[C:9](=O)OC(C)(C)C)=[CH:5][C:4]=1[N:19]([CH2:24][CH2:25][N:26]1[CH2:31][CH2:30][O:29][CH2:28][CH2:27]1)[S:20]([CH3:23])(=[O:22])=[O:21].Cl.O1CCOCC1.